The task is: Regression. Given two drug SMILES strings and cell line genomic features, predict the synergy score measuring deviation from expected non-interaction effect.. This data is from NCI-60 drug combinations with 297,098 pairs across 59 cell lines. (1) Drug 2: C(=O)(N)NO. Drug 1: C1CC(C1)(C(=O)O)C(=O)O.[NH2-].[NH2-].[Pt+2]. Synergy scores: CSS=38.7, Synergy_ZIP=-0.0862, Synergy_Bliss=-1.40, Synergy_Loewe=-13.6, Synergy_HSA=-1.87. Cell line: NCI-H460. (2) Drug 2: C1=CN(C=N1)CC(O)(P(=O)(O)O)P(=O)(O)O. Drug 1: CC1=C(C=C(C=C1)NC(=O)C2=CC=C(C=C2)CN3CCN(CC3)C)NC4=NC=CC(=N4)C5=CN=CC=C5. Cell line: MOLT-4. Synergy scores: CSS=1.94, Synergy_ZIP=4.33, Synergy_Bliss=4.87, Synergy_Loewe=-1.48, Synergy_HSA=-0.829. (3) Drug 1: C1=NC2=C(N1)C(=S)N=C(N2)N. Drug 2: CC1=CC=C(C=C1)C2=CC(=NN2C3=CC=C(C=C3)S(=O)(=O)N)C(F)(F)F. Cell line: M14. Synergy scores: CSS=40.2, Synergy_ZIP=-3.28, Synergy_Bliss=0.650, Synergy_Loewe=-15.8, Synergy_HSA=0.0497. (4) Cell line: UACC-257. Drug 1: CS(=O)(=O)OCCCCOS(=O)(=O)C. Drug 2: C1C(C(OC1N2C=NC3=C2NC=NCC3O)CO)O. Synergy scores: CSS=2.81, Synergy_ZIP=5.62, Synergy_Bliss=1.20, Synergy_Loewe=-1.02, Synergy_HSA=-1.60. (5) Drug 1: CC12CCC(CC1=CCC3C2CCC4(C3CC=C4C5=CN=CC=C5)C)O. Drug 2: CN1C2=C(C=C(C=C2)N(CCCl)CCCl)N=C1CCCC(=O)O.Cl. Cell line: MOLT-4. Synergy scores: CSS=11.0, Synergy_ZIP=-10.7, Synergy_Bliss=-12.9, Synergy_Loewe=-19.8, Synergy_HSA=-13.4. (6) Drug 1: C1=CN(C(=O)N=C1N)C2C(C(C(O2)CO)O)O.Cl. Drug 2: C1=NC2=C(N1)C(=S)N=CN2. Cell line: NCI-H460. Synergy scores: CSS=40.0, Synergy_ZIP=-0.320, Synergy_Bliss=2.60, Synergy_Loewe=-10.2, Synergy_HSA=4.31. (7) Drug 1: CC1=C(C=C(C=C1)C(=O)NC2=CC(=CC(=C2)C(F)(F)F)N3C=C(N=C3)C)NC4=NC=CC(=N4)C5=CN=CC=C5. Drug 2: CCC1(C2=C(COC1=O)C(=O)N3CC4=CC5=C(C=CC(=C5CN(C)C)O)N=C4C3=C2)O.Cl. Cell line: IGROV1. Synergy scores: CSS=15.9, Synergy_ZIP=-5.20, Synergy_Bliss=-2.01, Synergy_Loewe=-29.8, Synergy_HSA=-5.58. (8) Drug 1: CC1=CC2C(CCC3(C2CCC3(C(=O)C)OC(=O)C)C)C4(C1=CC(=O)CC4)C. Drug 2: CC1=C2C(C(=O)C3(C(CC4C(C3C(C(C2(C)C)(CC1OC(=O)C(C(C5=CC=CC=C5)NC(=O)OC(C)(C)C)O)O)OC(=O)C6=CC=CC=C6)(CO4)OC(=O)C)O)C)O. Cell line: BT-549. Synergy scores: CSS=51.7, Synergy_ZIP=13.4, Synergy_Bliss=14.4, Synergy_Loewe=-31.6, Synergy_HSA=12.7. (9) Cell line: SK-OV-3. Synergy scores: CSS=45.4, Synergy_ZIP=2.09, Synergy_Bliss=0.926, Synergy_Loewe=-32.3, Synergy_HSA=-0.448. Drug 1: CC1=C(C(=O)C2=C(C1=O)N3CC4C(C3(C2COC(=O)N)OC)N4)N. Drug 2: CC1(CCCN1)C2=NC3=C(C=CC=C3N2)C(=O)N. (10) Drug 1: COC1=C2C(=CC3=C1OC=C3)C=CC(=O)O2. Drug 2: B(C(CC(C)C)NC(=O)C(CC1=CC=CC=C1)NC(=O)C2=NC=CN=C2)(O)O. Cell line: MCF7. Synergy scores: CSS=21.7, Synergy_ZIP=-10.1, Synergy_Bliss=-6.81, Synergy_Loewe=-8.61, Synergy_HSA=-2.93.